From a dataset of Catalyst prediction with 721,799 reactions and 888 catalyst types from USPTO. Predict which catalyst facilitates the given reaction. (1) Reactant: [C:1]([C:5]1[CH:6]=[CH:7][C:8]([C:11]([O:13]C)=[O:12])=[N:9][CH:10]=1)([CH3:4])([CH3:3])[CH3:2].[Li+].[OH-]. Product: [C:1]([C:5]1[CH:6]=[CH:7][C:8]([C:11]([OH:13])=[O:12])=[N:9][CH:10]=1)([CH3:4])([CH3:2])[CH3:3]. The catalyst class is: 30. (2) Reactant: Cl[C:2]1[CH:7]=[C:6]([C:8]2[C:13]([CH3:14])=[CH:12][C:11]([CH3:15])=[CH:10][N:9]=2)[C:5]([Cl:16])=[CH:4][N:3]=1.[F-].[Cs+].[CH:19]1([NH:22][C:23]2[N:24]=[CH:25][C:26]3[CH2:32][NH:31][CH2:30][CH2:29][C:27]=3[N:28]=2)[CH2:21][CH2:20]1.C(OCC)(=O)C. Product: [Cl:16][C:5]1[C:6]([C:8]2[C:13]([CH3:14])=[CH:12][C:11]([CH3:15])=[CH:10][N:9]=2)=[CH:7][C:2]([N:31]2[CH2:30][CH2:29][C:27]3[N:28]=[C:23]([NH:22][CH:19]4[CH2:20][CH2:21]4)[N:24]=[CH:25][C:26]=3[CH2:32]2)=[N:3][CH:4]=1. The catalyst class is: 58. (3) Reactant: [Cl:1][C:2]1[CH:7]=[CH:6][C:5]([OH:8])=[CH:4][N:3]=1.C(=O)([O-])[O-].[Cs+].[Cs+].[CH2:15](Br)[C:16]1[CH:21]=[CH:20][CH:19]=[CH:18][CH:17]=1. Product: [CH2:15]([O:8][C:5]1[CH:6]=[CH:7][C:2]([Cl:1])=[N:3][CH:4]=1)[C:16]1[CH:21]=[CH:20][CH:19]=[CH:18][CH:17]=1. The catalyst class is: 18. (4) Reactant: [C:1]([O:5][C:6](=[O:32])[NH:7][CH:8]1[CH2:13][CH2:12][N:11]([C:14]2[N:15]([CH3:31])[C:16](=[O:30])[C:17](Cl)=[C:18]([C:20]3[CH:25]=[CH:24][C:23]([C:26]#[N:27])=[C:22]([F:28])[CH:21]=3)[N:19]=2)[CH2:10][CH2:9]1)([CH3:4])([CH3:3])[CH3:2].[CH3:33][N:34](C=O)C. Product: [C:1]([O:5][C:6](=[O:32])[NH:7][CH:8]1[CH2:13][CH2:12][N:11]([C:14]2[N:15]([CH3:31])[C:16](=[O:30])[C:17]([C:33]#[N:34])=[C:18]([C:20]3[CH:25]=[CH:24][C:23]([C:26]#[N:27])=[C:22]([F:28])[CH:21]=3)[N:19]=2)[CH2:10][CH2:9]1)([CH3:4])([CH3:3])[CH3:2]. The catalyst class is: 380. (5) Reactant: [Br:1][C:2]1[N:3]=[C:4]([NH:10][C:11]2[CH:12]=[C:13]3[C:18](=[CH:19][CH:20]=2)[CH2:17][NH:16][CH2:15][CH2:14]3)[C:5](=[O:9])[N:6]([CH3:8])[CH:7]=1.C=O.[BH-](OC(C)=O)(OC(C)=O)O[C:25](C)=O.[Na+].CC(O)=O.[OH-].[Na+]. Product: [Br:1][C:2]1[N:3]=[C:4]([NH:10][C:11]2[CH:12]=[C:13]3[C:18](=[CH:19][CH:20]=2)[CH2:17][N:16]([CH3:25])[CH2:15][CH2:14]3)[C:5](=[O:9])[N:6]([CH3:8])[CH:7]=1. The catalyst class is: 5. (6) Reactant: [C:1]([OH:16])(=[O:15])[CH2:2][CH2:3][CH2:4][CH2:5][CH2:6][CH2:7][CH2:8][CH2:9][CH2:10][CH2:11][CH2:12][CH2:13][CH3:14].O[CH2:18][CH:19]([NH:22][C:23](=[O:29])[O:24][C:25]([CH3:28])([CH3:27])[CH3:26])[CH2:20][OH:21].CN1[CH2:36][CH2:35][O:34]CC1.Cl.C(N=C=N[CH2:43][CH2:44][CH2:45]N(C)C)C. Product: [C:1]([O:16][CH2:18][CH:19]([NH:22][C:23]([O:24][C:25]([CH3:28])([CH3:27])[CH3:26])=[O:29])[CH2:20][O:21][C:35](=[O:34])[CH2:36][CH2:1][CH2:2][CH2:3][CH2:4][CH2:5][CH2:6][CH2:7][CH2:8][CH2:9][CH2:45][CH2:44][CH3:43])(=[O:15])[CH2:2][CH2:3][CH2:4][CH2:5][CH2:6][CH2:7][CH2:8][CH2:9][CH2:10][CH2:11][CH2:12][CH2:13][CH3:14]. The catalyst class is: 112.